Dataset: Forward reaction prediction with 1.9M reactions from USPTO patents (1976-2016). Task: Predict the product of the given reaction. (1) Given the reactants [Cl:1][C:2]1[N:3]=[N:4][C:5]([Cl:11])=[CH:6][C:7]=1[C:8](O)=[O:9].[C:12]([C:16]1[CH:21]=[CH:20][C:19]([NH2:22])=[CH:18][CH:17]=1)([CH3:15])([CH3:14])[CH3:13].CCN(C(C)C)C(C)C.CN(C(ON1N=NC2C=CC=NC1=2)=[N+](C)C)C.F[P-](F)(F)(F)(F)F, predict the reaction product. The product is: [C:12]([C:16]1[CH:17]=[CH:18][C:19]([NH:22][C:8]([C:7]2[CH:6]=[C:5]([Cl:11])[N:4]=[N:3][C:2]=2[Cl:1])=[O:9])=[CH:20][CH:21]=1)([CH3:15])([CH3:13])[CH3:14]. (2) Given the reactants [CH3:1][O:2][C:3]1[CH:4]=[C:5]([CH:15]=[C:16]([O:21][CH3:22])[C:17]=1[CH:18]([CH3:20])[CH3:19])[CH2:6]P(=O)(OCC)OCC.[O:23]1[CH:27]=[CH:26][CH:25]=[C:24]1[CH:28]=O, predict the reaction product. The product is: [CH3:22][O:21][C:16]1[CH:15]=[C:5]([CH:6]=[CH:28][C:24]2[O:23][CH:27]=[CH:26][CH:25]=2)[CH:4]=[C:3]([O:2][CH3:1])[C:17]=1[CH:18]([CH3:19])[CH3:20]. (3) Given the reactants [N+:1]([C:4]1[CH:5]=[C:6]2[C:12]([OH:13])=[N:11][N:10]([S:14]([C:17]3[CH:23]=[CH:22][C:20]([CH3:21])=[CH:19][CH:18]=3)(=[O:16])=[O:15])[C:7]2=[N:8][CH:9]=1)([O-:3])=[O:2].C(=O)([O-])[O-].[Cs+].[Cs+].I[CH2:31][CH:32]1[CH2:35][O:34][CH2:33]1, predict the reaction product. The product is: [N+:1]([C:4]1[CH:5]=[C:6]2[C:12]([O:13][CH2:31][CH:32]3[CH2:35][O:34][CH2:33]3)=[N:11][N:10]([S:14]([C:17]3[CH:23]=[CH:22][C:20]([CH3:21])=[CH:19][CH:18]=3)(=[O:15])=[O:16])[C:7]2=[N:8][CH:9]=1)([O-:3])=[O:2]. (4) Given the reactants [NH2:1][C:2]1[C:17]([O:18][CH2:19][CH3:20])=[CH:16][C:5]([C:6]([NH:8][CH:9]2[CH2:14][CH2:13][N:12]([CH3:15])[CH2:11]C2)=[O:7])=[C:4]([F:21])[CH:3]=1.Cl.Cl.CN1CC[C@@H](N)C1, predict the reaction product. The product is: [NH2:1][C:2]1[C:17]([O:18][CH2:19][CH3:20])=[CH:16][C:5]([C:6]([NH:8][C@@H:9]2[CH2:14][CH2:13][N:12]([CH3:15])[CH2:11]2)=[O:7])=[C:4]([F:21])[CH:3]=1.